Dataset: Full USPTO retrosynthesis dataset with 1.9M reactions from patents (1976-2016). Task: Predict the reactants needed to synthesize the given product. Given the product [CH:20]1([S:23]([NH:1][C:2]2[CH:3]=[C:4]([NH:9][C:10](=[O:19])[C:11]3[CH:16]=[CH:15][C:14]([F:17])=[C:13]([F:18])[CH:12]=3)[CH:5]=[CH:6][C:7]=2[F:8])(=[O:25])=[O:24])[CH2:22][CH2:21]1, predict the reactants needed to synthesize it. The reactants are: [NH2:1][C:2]1[CH:3]=[C:4]([NH:9][C:10](=[O:19])[C:11]2[CH:16]=[CH:15][C:14]([F:17])=[C:13]([F:18])[CH:12]=2)[CH:5]=[CH:6][C:7]=1[F:8].[CH:20]1([S:23](Cl)(=[O:25])=[O:24])[CH2:22][CH2:21]1.O.